This data is from Full USPTO retrosynthesis dataset with 1.9M reactions from patents (1976-2016). The task is: Predict the reactants needed to synthesize the given product. (1) Given the product [Cl:19][C:3]1[C:2]([C:31]2[CH:30]=[CH:29][C:28]([S:25]([CH2:20][CH2:21][CH:22]([CH3:24])[CH3:23])(=[O:27])=[O:26])=[CH:33][CH:32]=2)=[C:7]([C:8]([F:11])([F:10])[F:9])[CH:6]=[C:5]([NH:12][C:13]2[N:17]=[C:16]([NH2:18])[NH:15][N:14]=2)[CH:4]=1, predict the reactants needed to synthesize it. The reactants are: Br[C:2]1[C:7]([C:8]([F:11])([F:10])[F:9])=[CH:6][C:5]([NH:12][C:13]2[N:17]=[C:16]([NH2:18])[NH:15][N:14]=2)=[CH:4][C:3]=1[Cl:19].[CH2:20]([S:25]([C:28]1[CH:33]=[CH:32][C:31](B(O)O)=[CH:30][CH:29]=1)(=[O:27])=[O:26])[CH2:21][CH:22]([CH3:24])[CH3:23].C([O-])([O-])=O.[K+].[K+].COCCOC. (2) Given the product [C:23]([NH:22][C:19]1[N:20]=[CH:21][C:16]([C:14]#[C:15][C:2]2[CH:3]=[C:4]([CH:10]=[CH:11][C:12]=2[CH3:13])[C:5]([O:7][CH2:8][CH3:9])=[O:6])=[CH:17][CH:18]=1)(=[O:25])[CH3:24], predict the reactants needed to synthesize it. The reactants are: I[C:2]1[CH:3]=[C:4]([CH:10]=[CH:11][C:12]=1[CH3:13])[C:5]([O:7][CH2:8][CH3:9])=[O:6].[C:14]([C:16]1[CH:17]=[CH:18][C:19]([NH:22][C:23](=[O:25])[CH3:24])=[N:20][CH:21]=1)#[CH:15]. (3) Given the product [CH2:24]([NH:25][C:6](=[O:7])[C:5]1[CH:9]=[CH:10][C:2]([Cl:1])=[N:3][CH:4]=1)[C:18]1[CH:23]=[CH:22][CH:21]=[CH:20][CH:19]=1, predict the reactants needed to synthesize it. The reactants are: [Cl:1][C:2]1[CH:10]=[CH:9][C:5]([C:6](Cl)=[O:7])=[CH:4][N:3]=1.C(N(CC)CC)C.[C:18]1([CH2:24][NH2:25])[CH:23]=[CH:22][CH:21]=[CH:20][CH:19]=1. (4) Given the product [CH3:1][CH:2]1[CH2:21][C:5]2[S:6][C:7]([C:15]3[CH:20]=[CH:19][CH:18]=[CH:17][CH:16]=3)=[C:8]([C:9]3[CH:14]=[CH:13][CH:12]=[CH:11][CH:10]=3)[C:4]=2[CH:3]1[OH:22], predict the reactants needed to synthesize it. The reactants are: [CH3:1][CH:2]1[CH2:21][C:5]2[S:6][C:7]([C:15]3[CH:20]=[CH:19][CH:18]=[CH:17][CH:16]=3)=[C:8]([C:9]3[CH:14]=[CH:13][CH:12]=[CH:11][CH:10]=3)[C:4]=2[C:3]1=[O:22].[H-].[H-].[H-].[H-].[Li+].[Al+3].O. (5) Given the product [CH:26]1([N:11]2[C:12]3[N:19]=[C:18]([N:20]4[CH2:24][CH2:23][CH2:22][CH2:21]4)[C:17]([F:25])=[CH:16][C:13]=3[C:14](=[O:15])[N:9]([OH:8])[C:10]2=[O:29])[CH2:28][CH2:27]1, predict the reactants needed to synthesize it. The reactants are: C([O:8][N:9]1[C:14](=[O:15])[C:13]2[CH:16]=[C:17]([F:25])[C:18]([N:20]3[CH2:24][CH2:23][CH2:22][CH2:21]3)=[N:19][C:12]=2[N:11]([CH:26]2[CH2:28][CH2:27]2)[C:10]1=[O:29])C1C=CC=CC=1. (6) The reactants are: [CH3:1][O:2][C:3]([NH:5][C@@H:6]1[C:12](=[O:13])[N:11]2[C@H:14]([C:18]([O:20]C(C)(C)C)=[O:19])[CH2:15][CH2:16][CH2:17][N:10]2[C:9](=[O:25])[CH2:8][CH2:7]1)=[O:4].FC(F)(F)C(O)=O. Given the product [CH3:1][O:2][C:3]([NH:5][C@@H:6]1[C:12](=[O:13])[N:11]2[C@H:14]([C:18]([OH:20])=[O:19])[CH2:15][CH2:16][CH2:17][N:10]2[C:9](=[O:25])[CH2:8][CH2:7]1)=[O:4], predict the reactants needed to synthesize it.